From a dataset of Forward reaction prediction with 1.9M reactions from USPTO patents (1976-2016). Predict the product of the given reaction. (1) Given the reactants [CH3:1][O:2][CH2:3][O:4][C:5]1[CH:10]=[CH:9][CH:8]=[CH:7][C:6]=1[CH3:11].[Li]C(C)(C)C.CCCCC.[B:22](OC)([O:25]C)[O:23]C.C1COCC1.Cl, predict the reaction product. The product is: [CH3:1][O:2][CH2:3][O:4][C:5]1[C:6]([CH3:11])=[CH:7][CH:8]=[CH:9][C:10]=1[B:22]([OH:25])[OH:23]. (2) Given the reactants [CH2:1]([O:3][C:4]([C:6]1[CH:7]=[N:8][N:9]([C:11]2[N:15]([CH2:16][O:17][CH2:18][CH2:19][O:20][CH3:21])[C:14]3[CH:22]=[C:23]([Cl:27])[C:24]([NH2:26])=[CH:25][C:13]=3[N:12]=2)[CH:10]=1)=[O:5])[CH3:2].NC1C(Cl)=CC2NC(N3C=C(C(O)=O)C=N3)=NC=2C=1.O[CH:48](S([O-])(=O)=O)[CH2:49][N:50]1[CH2:55][CH2:54][O:53][CH2:52][CH2:51]1.[Na+].C(N(CC)CC)C.C(O[BH-](OC(=O)C)OC(=O)C)(=O)C.[Na+], predict the reaction product. The product is: [CH2:1]([O:3][C:4]([C:6]1[CH:7]=[N:8][N:9]([C:11]2[N:15]([CH2:16][O:17][CH2:18][CH2:19][O:20][CH3:21])[C:14]3[CH:22]=[C:23]([Cl:27])[C:24]([NH:26][CH2:48][CH2:49][N:50]4[CH2:55][CH2:54][O:53][CH2:52][CH2:51]4)=[CH:25][C:13]=3[N:12]=2)[CH:10]=1)=[O:5])[CH3:2]. (3) Given the reactants C1COCC1.[F:6][C:7]1[CH:12]=[C:11]([O:13][CH3:14])[CH:10]=[C:9]([F:15])[CH:8]=1.C([Li])CCC.[F:21][C:22]([F:27])([F:26])[C:23]([CH3:25])=[O:24], predict the reaction product. The product is: [F:6][C:7]1[CH:12]=[C:11]([O:13][CH3:14])[CH:10]=[C:9]([F:15])[C:8]=1[C:23]([OH:24])([CH3:25])[C:22]([F:27])([F:26])[F:21].